From a dataset of Full USPTO retrosynthesis dataset with 1.9M reactions from patents (1976-2016). Predict the reactants needed to synthesize the given product. (1) The reactants are: Br[CH:2]([C:14]1[CH:19]=[CH:18][CH:17]=[CH:16][CH:15]=1)[C:3]([C:5]1[C:13]2[C:8](=[CH:9][CH:10]=[CH:11][CH:12]=2)[NH:7][CH:6]=1)=[O:4].[NH2:20][C:21]1[CH:22]=[C:23]([CH:33]=[C:34]([O:36][CH3:37])[CH:35]=1)[O:24][CH2:25][CH2:26][CH2:27][C:28]([O:30][CH2:31][CH3:32])=[O:29].C(N(CC)CC)C. Given the product [NH:7]1[C:8]2[C:13](=[CH:12][CH:11]=[CH:10][CH:9]=2)[C:5]([C:3](=[O:4])[CH:2]([NH:20][C:21]2[CH:22]=[C:23]([CH:33]=[C:34]([O:36][CH3:37])[CH:35]=2)[O:24][CH2:25][CH2:26][CH2:27][C:28]([O:30][CH2:31][CH3:32])=[O:29])[C:14]2[CH:19]=[CH:18][CH:17]=[CH:16][CH:15]=2)=[CH:6]1, predict the reactants needed to synthesize it. (2) Given the product [Cl:9][C:5]1[CH:6]=[C:7]([F:8])[C:2]([C:20]2[CH:21]=[CH:22][C:17]([OH:16])=[CH:18][CH:19]=2)=[N:3][CH:4]=1, predict the reactants needed to synthesize it. The reactants are: Cl[C:2]1[C:7]([F:8])=[CH:6][C:5]([Cl:9])=[CH:4][N:3]=1.C([O-])([O-])=O.[Na+].[Na+].[OH:16][C:17]1[CH:22]=[CH:21][C:20](B(O)O)=[CH:19][CH:18]=1. (3) Given the product [Br:12][C:13]1[N:14]=[C:15]([NH:6][C:5]2[CH:7]=[C:8]([O:36][CH3:35])[C:9]([O:10][CH3:11])=[C:3]([O:2][CH3:1])[CH:4]=2)[C:16]2[N:17]([CH:19]=[CH:20][N:21]=2)[CH:18]=1, predict the reactants needed to synthesize it. The reactants are: [CH3:1][O:2][C:3]1[CH:4]=[C:5]([CH:7]=[CH:8][C:9]=1[O:10][CH3:11])[NH2:6].[Br:12][C:13]1[N:14]=[C:15](Br)[C:16]2[N:17]([CH:19]=[CH:20][N:21]=2)[CH:18]=1.C(N(CC)C(C)C)(C)C.CN([CH:35]=[O:36])C. (4) The reactants are: [CH3:1][O:2][C:3]1[CH:12]=[CH:11][C:10]2[C:5](=[CH:6][CH:7]=[CH:8][CH:9]=2)[C:4]=1[C:13](Cl)=[O:14].[CH3:16][O:17][CH2:18][C@@H:19]1[CH2:23][CH2:22][CH2:21][NH:20]1.C(N(CC)CC)C.Cl. Given the product [CH3:16][O:17][CH2:18][C@@H:19]1[CH2:23][CH2:22][CH2:21][N:20]1[C:13]([C:4]1[C:5]2[C:10](=[CH:9][CH:8]=[CH:7][CH:6]=2)[CH:11]=[CH:12][C:3]=1[O:2][CH3:1])=[O:14], predict the reactants needed to synthesize it. (5) Given the product [C:17]([C:15]1[CH:14]=[C:13]([C:21]2[S:25][C:24]([CH2:26][CH2:27][C:28]3[CH:29]=[CH:30][C:31]([NH:34][C:2]([NH:1][CH2:4][CH2:5][CH3:6])=[O:3])=[CH:32][CH:33]=3)=[N:23][N:22]=2)[CH:12]=[C:11]([C:7]([CH3:8])([CH3:9])[CH3:10])[CH:16]=1)([CH3:20])([CH3:19])[CH3:18], predict the reactants needed to synthesize it. The reactants are: [N:1]([CH2:4][CH2:5][CH3:6])=[C:2]=[O:3].[C:7]([C:11]1[CH:12]=[C:13]([C:21]2[S:25][C:24]([CH2:26][CH2:27][C:28]3[CH:33]=[CH:32][C:31]([NH2:34])=[CH:30][CH:29]=3)=[N:23][N:22]=2)[CH:14]=[C:15]([C:17]([CH3:20])([CH3:19])[CH3:18])[CH:16]=1)([CH3:10])([CH3:9])[CH3:8].